This data is from Catalyst prediction with 721,799 reactions and 888 catalyst types from USPTO. The task is: Predict which catalyst facilitates the given reaction. (1) Reactant: C(OC([NH:11][C@H:12]1[CH2:17][CH2:16][N:15]([C:18]2[O:19][C:20]([CH2:30][CH2:31][CH3:32])=[C:21]([C:23]([O:25][CH2:26][CH2:27][CH2:28][CH3:29])=[O:24])[N:22]=2)[CH2:14][C@H:13]1[O:33][CH3:34])=O)C1C=CC=CC=1. Product: [NH2:11][C@H:12]1[CH2:17][CH2:16][N:15]([C:18]2[O:19][C:20]([CH2:30][CH2:31][CH3:32])=[C:21]([C:23]([O:25][CH2:26][CH2:27][CH2:28][CH3:29])=[O:24])[N:22]=2)[CH2:14][C@H:13]1[O:33][CH3:34]. The catalyst class is: 43. (2) Reactant: [F:1][C:2]([F:34])([F:33])[C:3]1[CH:4]=[C:5]([C@H:13]([O:15][C@H:16]2[O:21][CH2:20][C@H:19]([CH2:22]O)[C@@H:18]([CH2:24]O)[C@@H:17]2[C:26]2[CH:31]=[CH:30][C:29]([F:32])=[CH:28][CH:27]=2)[CH3:14])[CH:6]=[C:7]([C:9]([F:12])([F:11])[F:10])[CH:8]=1.C(N(CC)CC)C.CS(Cl)(=O)=O.[CH2:47]([NH2:54])[C:48]1[CH:53]=[CH:52][CH:51]=[CH:50][CH:49]=1. Product: [CH2:47]([N:54]1[CH2:24][C@H:18]2[C@H:17]([C:26]3[CH:31]=[CH:30][C:29]([F:32])=[CH:28][CH:27]=3)[C@@H:16]([O:15][C@@H:13]([C:5]3[CH:4]=[C:3]([C:2]([F:1])([F:34])[F:33])[CH:8]=[C:7]([C:9]([F:10])([F:12])[F:11])[CH:6]=3)[CH3:14])[O:21][CH2:20][C@@H:19]2[CH2:22]1)[C:48]1[CH:53]=[CH:52][CH:51]=[CH:50][CH:49]=1. The catalyst class is: 79.